Task: Predict the product of the given reaction.. Dataset: Forward reaction prediction with 1.9M reactions from USPTO patents (1976-2016) (1) Given the reactants [C:1]1(B(O)O)[C:10]2[C:5](=[CH:6][CH:7]=[CH:8][CH:9]=2)[CH:4]=[CH:3][CH:2]=1.[F:14][C:15]1[CH:16]=[C:17]([CH:27]([NH:29][C:30]([C:32]2[N:33]=[C:34](Cl)[O:35][CH:36]=2)=[O:31])[CH3:28])[CH:18]=[C:19]([F:26])[C:20]=1[NH:21][S:22]([CH3:25])(=[O:24])=[O:23].C([O-])([O-])=O.[Cs+].[Cs+], predict the reaction product. The product is: [F:26][C:19]1[CH:18]=[C:17]([CH:27]([NH:29][C:30]([C:32]2[N:33]=[C:34]([C:1]3[C:10]4[C:5](=[CH:6][CH:7]=[CH:8][CH:9]=4)[CH:4]=[CH:3][CH:2]=3)[O:35][CH:36]=2)=[O:31])[CH3:28])[CH:16]=[C:15]([F:14])[C:20]=1[NH:21][S:22]([CH3:25])(=[O:24])=[O:23]. (2) Given the reactants [H-].[Na+].[CH2:3]([OH:10])[C:4]1[CH:9]=[CH:8][CH:7]=[CH:6][CH:5]=1.[NH2:11][C:12]1[N:17]=[C:16](S(C)(=O)=O)[C:15]([C:22]2[CH:23]=[CH:24][C:25](=[O:31])[N:26]([CH:28]([CH3:30])[CH3:29])[N:27]=2)=[C:14]([C:32]2[CH:37]=[CH:36][CH:35]=[CH:34][CH:33]=2)[N:13]=1.O, predict the reaction product. The product is: [NH2:11][C:12]1[N:17]=[C:16]([O:10][CH2:3][C:4]2[CH:9]=[CH:8][CH:7]=[CH:6][CH:5]=2)[C:15]([C:22]2[CH:23]=[CH:24][C:25](=[O:31])[N:26]([CH:28]([CH3:30])[CH3:29])[N:27]=2)=[C:14]([C:32]2[CH:33]=[CH:34][CH:35]=[CH:36][CH:37]=2)[N:13]=1. (3) Given the reactants [CH3:1][N:2]([CH3:31])[C:3](=[O:30])[CH2:4][N:5]1[C:14]2[C:9](=[N:10][CH:11]=[C:12]([CH2:15][C:16]3[CH:21]=[CH:20][C:19]([F:22])=[CH:18][CH:17]=3)[CH:13]=2)[C:8]([OH:23])=[C:7]([C:24](OCC)=[O:25])[C:6]1=[O:29].[CH2:32]([CH2:34][NH2:35])[OH:33], predict the reaction product. The product is: [CH3:1][N:2]([CH3:31])[C:3](=[O:30])[CH2:4][N:5]1[C:14]2[C:9](=[N:10][CH:11]=[C:12]([CH2:15][C:16]3[CH:21]=[CH:20][C:19]([F:22])=[CH:18][CH:17]=3)[CH:13]=2)[C:8]([OH:23])=[C:7]([C:24]([NH:35][CH2:34][CH2:32][OH:33])=[O:25])[C:6]1=[O:29]. (4) Given the reactants [Cl:1][C:2]1[CH:7]=[CH:6][CH:5]=[CH:4][C:3]=1[CH2:8][SH:9].Cl[C:11]1[CH:21]=[C:15]2[N:16]([CH3:20])[CH2:17][CH2:18][CH2:19][N:14]2[C:13](=[O:22])[N:12]=1, predict the reaction product. The product is: [Cl:1][C:2]1[CH:7]=[CH:6][CH:5]=[CH:4][C:3]=1[CH2:8][S:9][C:11]1[CH:21]=[C:15]2[N:16]([CH3:20])[CH2:17][CH2:18][CH2:19][N:14]2[C:13](=[O:22])[N:12]=1. (5) Given the reactants [CH3:1][O:2][C:3]1[CH:12]=[C:11]2[C:6]([CH2:7][CH2:8][CH:9]=[C:10]2[C:13]#[N:14])=[CH:5][CH:4]=1, predict the reaction product. The product is: [CH3:1][O:2][C:3]1[CH:12]=[C:11]2[C:6]([CH:7]=[CH:8][CH:9]=[C:10]2[C:13]#[N:14])=[CH:5][CH:4]=1.